The task is: Predict the reactants needed to synthesize the given product.. This data is from Full USPTO retrosynthesis dataset with 1.9M reactions from patents (1976-2016). (1) Given the product [OH:1][C:2]1[NH:3][C:4]([C:13]([N:41]2[CH2:42][CH2:43][N:30]([C:34]3[CH:33]=[C:38]([CH:37]=[CH:36][CH:35]=3)[C:27]([NH2:18])=[O:28])[CH2:40][CH2:39]2)=[O:15])=[C:5]([C:7]2[CH:8]=[CH:9][CH:10]=[CH:11][CH:12]=2)[N:6]=1, predict the reactants needed to synthesize it. The reactants are: [OH:1][C:2]1[NH:3][C:4]([C:13]([OH:15])=O)=[C:5]([C:7]2[CH:12]=[CH:11][CH:10]=[CH:9][CH:8]=2)[N:6]=1.Cl.C[N:18]([CH3:27])CCCN=C=NCC.[OH2:28].O[N:30]1[C:34]2[CH:35]=[CH:36][CH:37]=[CH:38][C:33]=2N=N1.[CH2:39]([N:41](CC)[CH2:42][CH3:43])[CH3:40]. (2) Given the product [Cl:1][C:2]1[CH:21]=[CH:20][C:19]([NH:22][C:23](=[O:34])[C:24]2[CH:29]=[CH:28][CH:27]=[C:26]([C:30]([F:31])([F:33])[F:32])[CH:25]=2)=[CH:18][C:3]=1[C:4]([NH:6][C:7]1[S:11][C:10]([CH:12]=[O:13])=[N:9][CH:8]=1)=[O:5], predict the reactants needed to synthesize it. The reactants are: [Cl:1][C:2]1[CH:21]=[CH:20][C:19]([NH:22][C:23](=[O:34])[C:24]2[CH:29]=[CH:28][CH:27]=[C:26]([C:30]([F:33])([F:32])[F:31])[CH:25]=2)=[CH:18][C:3]=1[C:4]([NH:6][C:7]1[S:11][C:10]([C:12](N(OC)C)=[O:13])=[N:9][CH:8]=1)=[O:5].C1COCC1.[H-].[Al+3].[Li+].[H-].[H-].[H-].